From a dataset of Reaction yield outcomes from USPTO patents with 853,638 reactions. Predict the reaction yield, written as a fraction of the theoretical maximum amount of product (1.0 means a 100% yield; for example, 0.34 means a 34% yield). (1) The reactants are [C:1]([C:4]1[CH:9]=[CH:8][C:7]([C:10]2[N:14]([CH3:15])[C:13]([C:16]#[N:17])=[CH:12][CH:11]=2)=[CH:6][CH:5]=1)(=[O:3])[CH3:2].[BH4-].[Na+]. The catalyst is CO. The product is [OH:3][CH:1]([C:4]1[CH:5]=[CH:6][C:7]([C:10]2[N:14]([CH3:15])[C:13]([C:16]#[N:17])=[CH:12][CH:11]=2)=[CH:8][CH:9]=1)[CH3:2]. The yield is 0.500. (2) The reactants are [NH2:1][C:2]1[O:6][N:5]=[C:4]([CH3:7])[C:3]=1[Br:8].[Cl:9][C:10]1[CH:28]=[CH:27][C:13]([C:14]([NH:16][CH2:17][C:18]2[S:22][C:21]([S:23](Cl)(=[O:25])=[O:24])=[CH:20][CH:19]=2)=[O:15])=[CH:12][CH:11]=1. No catalyst specified. The product is [Br:8][C:3]1[C:4]([CH3:7])=[N:5][O:6][C:2]=1[NH:1][S:23]([C:21]1[S:22][C:18]([CH2:17][NH:16][C:14](=[O:15])[C:13]2[CH:27]=[CH:28][C:10]([Cl:9])=[CH:11][CH:12]=2)=[CH:19][CH:20]=1)(=[O:25])=[O:24]. The yield is 0.270. (3) The product is [Cl:14][C:5]1[C:4]([CH2:1][CH2:2][CH2:3][OH:15])=[C:9]([Cl:10])[N:8]2[N:11]=[CH:12][CH:13]=[C:7]2[N:6]=1. The catalyst is O1CCCC1. The reactants are [CH2:1]([C:4]1[C:5]([Cl:14])=[N:6][C:7]2[N:8]([N:11]=[CH:12][CH:13]=2)[C:9]=1[Cl:10])[CH:2]=[CH2:3].[OH-:15].[Na+].OO. The yield is 0.550. (4) The reactants are C([Sn](CCCC)(CCCC)[C:6]1[CH:11]=[N:10][CH:9]=[CH:8][N:7]=1)CCC.C(C1(C)C(O)=C(C(C)(C)C)C=CC1)(C)(C)C.Cl[C:37]1[O:38][C:39]2[C:40](=[C:42]([C:54]#[N:55])[C:43]([CH3:53])=[C:44]([C:47]3[CH:52]=[CH:51][CH:50]=[CH:49][CH:48]=3)[C:45]=2[F:46])[N:41]=1. The catalyst is Cl[Pd](Cl)([P](C1C=CC=CC=1)(C1C=CC=CC=1)C1C=CC=CC=1)[P](C1C=CC=CC=1)(C1C=CC=CC=1)C1C=CC=CC=1.C1(C)C=CC=CC=1. The product is [F:46][C:45]1[C:44]([C:47]2[CH:52]=[CH:51][CH:50]=[CH:49][CH:48]=2)=[C:43]([CH3:53])[C:42]([C:54]#[N:55])=[C:40]2[C:39]=1[O:38][C:37]([C:6]1[CH:11]=[N:10][CH:9]=[CH:8][N:7]=1)=[N:41]2. The yield is 0.598. (5) The reactants are C(=N[NH:15][C:16]1[CH:25]=[CH:24][CH:23]=[C:22]2[C:17]=1[CH:18]=[CH:19][N:20]=[CH:21]2)(C1C=CC=CC=1)C1C=CC=CC=1.[C:26]([C:29]1[CH:34]=[CH:33][CH:32]=[CH:31][CH:30]=1)(=O)[CH3:27].CC1C=CC(S(O)(=O)=O)=CC=1. The catalyst is CCO. The product is [C:29]1([C:26]2[NH:15][C:16]3=[C:17]4[C:22](=[CH:23][CH:24]=[C:25]3[CH:27]=2)[CH:21]=[N:20][CH:19]=[CH:18]4)[CH:34]=[CH:33][CH:32]=[CH:31][CH:30]=1. The yield is 0.580. (6) The reactants are [CH3:1][O:2][N:3]([CH3:18])[C:4]([CH:6]1[CH2:10][CH2:9][N:8](CC2C=CC=CC=2)[CH2:7]1)=[O:5].Cl[C:20]([O:22][CH2:23][C:24]1[CH:29]=[CH:28][CH:27]=[CH:26][CH:25]=1)=[O:21]. The catalyst is ClCCl. The product is [CH2:23]([O:22][C:20]([N:8]1[CH2:9][CH2:10][CH:6]([C:4](=[O:5])[N:3]([O:2][CH3:1])[CH3:18])[CH2:7]1)=[O:21])[C:24]1[CH:29]=[CH:28][CH:27]=[CH:26][CH:25]=1. The yield is 0.710. (7) The reactants are Br[C:2]1[CH:7]=[CH:6][C:5]([Br:8])=[CH:4][N:3]=1.[CH3:9][OH:10].C[O-].[Na+]. No catalyst specified. The product is [Br:8][C:5]1[CH:6]=[CH:7][C:2]([O:10][CH3:9])=[N:3][CH:4]=1. The yield is 0.960. (8) The reactants are [C:1]([C:4]1[NH:15][C:7]2=[N:8][CH:9]=[C:10]([C:12]([OH:14])=O)[CH:11]=[C:6]2[CH:5]=1)(=[O:3])[CH3:2].CCN(C(C)C)C(C)C.CN(C(ON1N=NC2C=CC=NC1=2)=[N+](C)C)C.F[P-](F)(F)(F)(F)F.[CH3:49][C:50]1[CH:55]=[CH:54][C:53]([N+:56]([O-:58])=[O:57])=[CH:52][C:51]=1[NH2:59]. The catalyst is CN(C=O)C. The product is [CH3:49][C:50]1[CH:55]=[CH:54][C:53]([N+:56]([O-:58])=[O:57])=[CH:52][C:51]=1[NH:59][C:12]([C:10]1[CH:11]=[C:6]2[CH:5]=[C:4]([C:1](=[O:3])[CH3:2])[NH:15][C:7]2=[N:8][CH:9]=1)=[O:14]. The yield is 0.900. (9) The reactants are [Cl:1][C:2]1[N:7]=[C:6]([Cl:8])[CH:5]=[C:4]([C:9]2[CH:14]=[CH:13][CH:12]=[CH:11][CH:10]=2)[N:3]=1.[CH2:15]([N:17](CC)CC)C.CN. The catalyst is O1CCCC1. The product is [Cl:1][C:2]1[N:7]=[C:6]([NH:17][CH3:15])[CH:5]=[C:4]([C:9]2[CH:14]=[CH:13][CH:12]=[CH:11][CH:10]=2)[N:3]=1.[Cl:8][C:6]1[CH:5]=[C:4]([C:9]2[CH:14]=[CH:13][CH:12]=[CH:11][CH:10]=2)[N:3]=[C:2]([NH:17][CH3:15])[N:7]=1. The yield is 0.260. (10) The reactants are [C:1]([C:5]1[CH:6]=[C:7]([C:16]2[S:17][CH:18]=[C:19]([CH2:21][CH2:22][OH:23])[N:20]=2)[CH:8]=[C:9]([C:12]([CH3:15])([CH3:14])[CH3:13])[C:10]=1[OH:11])([CH3:4])([CH3:3])[CH3:2].O[C:25]1[CH:32]=[CH:31][C:28]([CH:29]=[O:30])=[CH:27][CH:26]=1.C1(P(C2C=CC=CC=2)C2C=CC=CC=2)C=CC=CC=1.CCOC(/N=N/C(OCC)=O)=O. The catalyst is O1CCCC1. The product is [C:12]([C:9]1[CH:8]=[C:7]([C:16]2[S:17][CH:18]=[C:19]([CH2:21][CH2:22][O:23][C:25]3[CH:32]=[CH:31][C:28]([CH:29]=[O:30])=[CH:27][CH:26]=3)[N:20]=2)[CH:6]=[C:5]([C:1]([CH3:2])([CH3:3])[CH3:4])[C:10]=1[OH:11])([CH3:15])([CH3:14])[CH3:13]. The yield is 0.720.